From a dataset of hERG Central: cardiac toxicity at 1µM, 10µM, and general inhibition. Predict hERG channel inhibition at various concentrations. (1) The drug is Cc1ccc(C(=O)c2cc([N+](=O)[O-])ccc2N2CCN(C)CC2)cc1. Results: hERG_inhib (hERG inhibition (general)): blocker. (2) The drug is CCN1CCN(c2nn3c(=O)c4ccccc4nc3c3ccccc23)CC1. Results: hERG_inhib (hERG inhibition (general)): blocker. (3) The compound is CCN(CC)CCCN(Cc1ccc(C)o1)Cc1ccc(C)o1. Results: hERG_inhib (hERG inhibition (general)): blocker. (4) The molecule is CC(C)n1c(N2CCN(CC(=O)NCc3cccs3)CC2)nc2ccccc21. Results: hERG_inhib (hERG inhibition (general)): blocker. (5) The drug is O=C(C[n+]1cccc(C(=O)N/N=C/c2ccc(Br)cc2)c1)c1ccccc1. Results: hERG_inhib (hERG inhibition (general)): blocker. (6) The drug is Cn1c(SCc2ccc([N+](=O)[O-])cc2)nnc1-c1ccncc1. Results: hERG_inhib (hERG inhibition (general)): blocker.